Dataset: Forward reaction prediction with 1.9M reactions from USPTO patents (1976-2016). Task: Predict the product of the given reaction. (1) Given the reactants O[CH:2]1[CH2:7][CH2:6][CH2:5][N:4]([C:8]([O:10][C:11]([CH3:14])([CH3:13])[CH3:12])=[O:9])[CH2:3]1.[C:15]1(=[O:25])[NH:19][C:18](=[O:20])[C:17]2=[CH:21][CH:22]=[CH:23][CH:24]=[C:16]12.C1(P(C2C=CC=CC=2)C2C=CC=CC=2)C=CC=CC=1.N(C(OCC)=O)=NC(OCC)=O.C1(C)C=CC=CC=1, predict the reaction product. The product is: [O:20]=[C:18]1[C:17]2[C:16](=[CH:24][CH:23]=[CH:22][CH:21]=2)[C:15](=[O:25])[N:19]1[CH:2]1[CH2:7][CH2:6][CH2:5][N:4]([C:8]([O:10][C:11]([CH3:14])([CH3:13])[CH3:12])=[O:9])[CH2:3]1. (2) Given the reactants [Si:1]([O:8][C:9]1[C:10]([F:19])=[C:11](B(O)O)[CH:12]=[CH:13][C:14]=1[CH3:15])([C:4]([CH3:7])([CH3:6])[CH3:5])([CH3:3])[CH3:2].[NH2:20][C:21]1[CH:26]=[N:25][C:24](Br)=[CH:23][N:22]=1.C([O-])([O-])=O.[Na+].[Na+], predict the reaction product. The product is: [Si:1]([O:8][C:9]1[C:10]([F:19])=[C:11]([C:24]2[N:25]=[CH:26][C:21]([NH2:20])=[N:22][CH:23]=2)[CH:12]=[CH:13][C:14]=1[CH3:15])([C:4]([CH3:7])([CH3:6])[CH3:5])([CH3:3])[CH3:2]. (3) Given the reactants [CH3:1][C:2]([C:5]1[CH2:9][CH:8]([C:10]([O:12]CCCC)=[O:11])[N:7]([CH2:17][CH3:18])[N:6]=1)([CH3:4])[CH3:3].[OH-].[Na+], predict the reaction product. The product is: [CH3:4][C:2]([C:5]1[CH2:9][CH:8]([C:10]([OH:12])=[O:11])[N:7]([CH2:17][CH3:18])[N:6]=1)([CH3:1])[CH3:3]. (4) Given the reactants C([Si](C)(C)C)#C.CN(C)[CH2:9][CH2:10]N(C)C.C([Li])CCC.[Si:20]([O:27][CH2:28][CH:29]=[O:30])([C:23]([CH3:26])([CH3:25])[CH3:24])([CH3:22])[CH3:21], predict the reaction product. The product is: [Si:20]([O:27][CH2:28][CH:29]([OH:30])[C:9]#[CH:10])([C:23]([CH3:25])([CH3:26])[CH3:24])([CH3:22])[CH3:21]. (5) Given the reactants [Cl:1][C:2]1[N:3]=[CH:4][CH:5]=[C:6]2[C:10]([CH3:11])=[C:9]([CH3:12])[N:8]([CH2:13][CH2:14][O:15][CH3:16])[C:7]=12.[CH3:17][C:18]1[CH:25]=[CH:24][C:21]([CH2:22][NH2:23])=[CH:20][CH:19]=1, predict the reaction product. The product is: [ClH:1].[CH3:16][O:15][CH2:14][CH2:13][N:8]1[C:7]2=[C:2]([NH:23][CH2:22][C:21]3[CH:24]=[CH:25][C:18]([CH3:17])=[CH:19][CH:20]=3)[N:3]=[CH:4][CH:5]=[C:6]2[C:10]([CH3:11])=[C:9]1[CH3:12]. (6) The product is: [Cl:34][C:35]1[CH:40]=[C:39]([N:15]2[C:16]3[C:21](=[CH:20][C:19]([C:23]([N:25]4[CH2:30][CH2:29][N:28]([CH:31]([CH3:33])[CH3:32])[CH2:27][CH2:26]4)=[O:24])=[CH:18][CH:17]=3)[CH:22]=[C:14]2[C:12]([N:9]2[CH2:8][CH2:7][N:6]([C:4]([CH:1]3[CH2:3][CH2:2]3)=[O:5])[CH2:11][CH2:10]2)=[O:13])[CH:38]=[CH:37][N:36]=1. Given the reactants [CH:1]1([C:4]([N:6]2[CH2:11][CH2:10][N:9]([C:12]([C:14]3[NH:15][C:16]4[C:21]([CH:22]=3)=[CH:20][C:19]([C:23]([N:25]3[CH2:30][CH2:29][N:28]([CH:31]([CH3:33])[CH3:32])[CH2:27][CH2:26]3)=[O:24])=[CH:18][CH:17]=4)=[O:13])[CH2:8][CH2:7]2)=[O:5])[CH2:3][CH2:2]1.[Cl:34][C:35]1[CH:40]=[C:39](B(O)O)[CH:38]=[CH:37][N:36]=1, predict the reaction product. (7) Given the reactants [I-].C[S+](C)(C)=O.[CH3:7][Si]([N-][Si](C)(C)C)(C)C.[Na+].[Cl:17][C:18]1[CH:19]=[C:20]([C:28]2[O:32][N:31]=[C:30]([C:33]3[CH:34]=[CH:35][CH:36]=[C:37]4[C:41]=3[N:40]([CH3:42])[CH:39]=[C:38]4/[CH:43]=[CH:44]/[C:45]([O:47][CH2:48][CH3:49])=[O:46])[N:29]=2)[CH:21]=[CH:22][C:23]=1[O:24][CH:25]([CH3:27])[CH3:26], predict the reaction product. The product is: [Cl:17][C:18]1[CH:19]=[C:20]([C:28]2[O:32][N:31]=[C:30]([C:33]3[CH:34]=[CH:35][CH:36]=[C:37]4[C:41]=3[N:40]([CH3:42])[CH:39]=[C:38]4[C@@H:43]3[CH2:7][C@H:44]3[C:45]([O:47][CH2:48][CH3:49])=[O:46])[N:29]=2)[CH:21]=[CH:22][C:23]=1[O:24][CH:25]([CH3:26])[CH3:27]. (8) Given the reactants [CH3:1][O:2][C:3]([NH:5][C@@H:6]([CH:52]([CH3:54])[CH3:53])[C:7]([N:9]1[C@H:14]([C:15]2[NH:19][C:18]3[C:20]4[C:25]([CH:26]=[CH:27][C:17]=3[N:16]=2)=[CH:24][C:23]([C:28]2[CH:33]=[CH:32][C:31]([C:34]3[NH:38][C:37]([C@@H:39]5[CH2:43][CH2:42][CH2:41][N:40]5C(OC(C)(C)C)=O)=[N:36][CH:35]=3)=[CH:30][CH:29]=2)=[CH:22][CH:21]=4)[C@@H:13]2[CH2:51][C@H:10]1[CH2:11][CH2:12]2)=[O:8])=[O:4].Cl.[CH3:56][O:57][C@H:58]([CH3:68])[C@H:59]([NH:63][C:64]([O:66][CH3:67])=[O:65])[C:60]([OH:62])=O.CN(C(ON1N=NC2C=CC=NC1=2)=[N+](C)C)C.F[P-](F)(F)(F)(F)F.CCN(C(C)C)C(C)C, predict the reaction product. The product is: [CH3:56][O:57][C@H:58]([CH3:68])[C@H:59]([NH:63][C:64](=[O:65])[O:66][CH3:67])[C:60]([N:40]1[CH2:41][CH2:42][CH2:43][C@H:39]1[C:37]1[NH:38][C:34]([C:31]2[CH:32]=[CH:33][C:28]([C:23]3[CH:24]=[C:25]4[C:20](=[CH:21][CH:22]=3)[C:18]3[NH:19][C:15]([C@@H:14]5[C@@H:13]6[CH2:51][C@@H:10]([CH2:11][CH2:12]6)[N:9]5[C:7](=[O:8])[C@@H:6]([NH:5][C:3]([O:2][CH3:1])=[O:4])[CH:52]([CH3:53])[CH3:54])=[N:16][C:17]=3[CH:27]=[CH:26]4)=[CH:29][CH:30]=2)=[CH:35][N:36]=1)=[O:62].